Dataset: Full USPTO retrosynthesis dataset with 1.9M reactions from patents (1976-2016). Task: Predict the reactants needed to synthesize the given product. (1) Given the product [CH:7]1([O:12][C:13]2[C:18]([O:19][CH3:20])=[CH:17][N:16]=[C:15]([C:21]([OH:28])=[O:22])[CH:14]=2)[CH2:8][CH2:9][CH2:10][CH2:11]1, predict the reactants needed to synthesize it. The reactants are: [Mn]([O-])(=O)(=O)=O.[K+].[CH:7]1([O:12][C:13]2[C:18]([O:19][CH3:20])=[CH:17][N:16]=[C:15]([CH2:21][OH:22])[CH:14]=2)[CH2:11][CH2:10][CH2:9][CH2:8]1.[OH-].[K+].C([OH:28])(C)C. (2) Given the product [F:2][C:3]1[CH:8]=[CH:7][C:6]([C:9]2[C:17]3[C:12](=[CH:13][CH:14]=[C:15]([NH:18][C:19]([C:21]4([NH2:47])[CH2:25][CH2:24][N:23]([CH2:26][C:27](=[O:46])[N:28]5[CH2:29][CH2:30][N:31]([C:34]6[CH:39]=[CH:38][C:37]([C:40]7[N:41]=[CH:42][CH:43]=[CH:44][N:45]=7)=[CH:36][CH:35]=6)[CH2:32][CH2:33]5)[CH2:22]4)=[O:20])[CH:16]=3)[NH:11][N:10]=2)=[CH:5][CH:4]=1, predict the reactants needed to synthesize it. The reactants are: Cl.[F:2][C:3]1[CH:8]=[CH:7][C:6]([C:9]2[C:17]3[C:12](=[CH:13][CH:14]=[C:15]([NH:18][C:19]([C:21]4([NH:47]C=O)[CH2:25][CH2:24][N:23]([CH2:26][C:27](=[O:46])[N:28]5[CH2:33][CH2:32][N:31]([C:34]6[CH:39]=[CH:38][C:37]([C:40]7[N:45]=[CH:44][CH:43]=[CH:42][N:41]=7)=[CH:36][CH:35]=6)[CH2:30][CH2:29]5)[CH2:22]4)=[O:20])[CH:16]=3)[NH:11][N:10]=2)=[CH:5][CH:4]=1.[OH-].[Na+]. (3) Given the product [CH2:1]([NH:8][C:9]1[CH:14]=[C:13]([N:15]2[CH:19]=[CH:18][N:17]=[CH:16]2)[C:12]([NH2:20])=[CH:11][C:10]=1[C:23]([F:26])([F:24])[F:25])[C:2]1[CH:3]=[CH:4][CH:5]=[CH:6][CH:7]=1, predict the reactants needed to synthesize it. The reactants are: [CH2:1]([NH:8][C:9]1[CH:14]=[C:13]([N:15]2[CH:19]=[CH:18][N:17]=[CH:16]2)[C:12]([N+:20]([O-])=O)=[CH:11][C:10]=1[C:23]([F:26])([F:25])[F:24])[C:2]1[CH:7]=[CH:6][CH:5]=[CH:4][CH:3]=1.O.O.[Sn](Cl)(Cl)(Cl)Cl. (4) Given the product [Cl:1][C:2]1[CH:7]=[C:6]([NH:8][CH2:9][CH2:10][C:11]2[CH:16]=[CH:15][C:14]([Cl:17])=[CH:13][C:12]=2[Cl:18])[N:5]=[C:4]([CH:19]=[O:22])[N:3]=1, predict the reactants needed to synthesize it. The reactants are: [Cl:1][C:2]1[CH:7]=[C:6]([NH:8][CH2:9][CH2:10][C:11]2[CH:16]=[CH:15][C:14]([Cl:17])=[CH:13][C:12]=2[Cl:18])[N:5]=[C:4]([CH:19]([OH:22])CO)[N:3]=1.I([O-])(=O)(=O)=O.[Na+]. (5) The reactants are: [Cl:1][C:2]1[CH:3]=[C:4]([CH:9]2[C:18]3[C:13](=[CH:14][CH:15]=[CH:16][CH:17]=3)[C:12](=[N:19][CH3:20])[CH2:11][CH2:10]2)[CH:5]=[CH:6][C:7]=1[Cl:8].CO.[H][H]. Given the product [ClH:1].[Cl:1][C:2]1[CH:3]=[C:4]([C@H:9]2[C:18]3[C:13](=[CH:14][CH:15]=[CH:16][CH:17]=3)[C@@H:12]([NH:19][CH3:20])[CH2:11][CH2:10]2)[CH:5]=[CH:6][C:7]=1[Cl:8], predict the reactants needed to synthesize it. (6) Given the product [Cl:1][C:2]1[CH:7]=[C:6]([CH2:8][C:9]2[C:14](=[O:15])[N:13]([C:35]3[CH:36]=[CH:37][C:31]4[O:30][C:29]([CH3:41])([CH3:28])[CH2:33][C:32]=4[CH:34]=3)[C:12]([CH3:16])=[N:11][C:10]=2[CH2:17][CH2:18][CH3:19])[CH:5]=[CH:4][C:3]=1[C:20]1[CH:25]=[CH:24][CH:23]=[CH:22][C:21]=1[C:26]1[NH:44][C:55](=[O:57])[O:58][N:27]=1, predict the reactants needed to synthesize it. The reactants are: [Cl:1][C:2]1[CH:7]=[C:6]([CH2:8][C:9]2[C:14](=[O:15])[NH:13][C:12]([CH3:16])=[N:11][C:10]=2[CH2:17][CH2:18][CH3:19])[CH:5]=[CH:4][C:3]=1[C:20]1[C:21]([C:26]#[N:27])=[CH:22][CH:23]=[CH:24][CH:25]=1.[CH3:28][C:29]1([CH3:41])[CH2:33][C:32]2[CH:34]=[C:35](B(O)O)[CH:36]=[CH:37][C:31]=2[O:30]1.C([N:44](CC)CC)C.N1C=CC=CC=1.[C:55]([O:58]CC)(=[O:57])C. (7) Given the product [CH2:23]([O:22][P:21]([CH:2]1[C:11](=[O:12])[N:10]2[C@H:5]([CH2:6][CH2:7][CH2:8][C@H:9]2[C:13]2[CH:18]=[CH:17][C:16]([O:19][CH3:20])=[CH:15][CH:14]=2)[CH2:4][CH2:3]1)(=[O:28])[O:25][CH2:26][CH3:27])[CH3:24], predict the reactants needed to synthesize it. The reactants are: I[CH:2]1[C:11](=[O:12])[N:10]2[C@@H:5]([CH2:6][CH2:7][CH2:8][C@@H:9]2[C:13]2[CH:18]=[CH:17][C:16]([O:19][CH3:20])=[CH:15][CH:14]=2)[CH2:4][CH2:3]1.[P:21]([O:28]CC)([O:25][CH2:26][CH3:27])[O:22][CH2:23][CH3:24]. (8) Given the product [CH3:1][C:2]1[CH:11]=[CH:10][CH:9]=[C:8]([CH2:12][O:13][C@@H:14]2[CH2:19][CH2:18][CH2:17][C@H:16]([O:20][CH2:21][CH2:22][NH:33][CH2:32][CH2:31][CH2:30][C:24]3[CH:29]=[CH:28][CH:27]=[CH:26][CH:25]=3)[CH2:15]2)[C:3]=1[C:4]([OH:6])=[O:5], predict the reactants needed to synthesize it. The reactants are: [CH3:1][C:2]1[CH:11]=[CH:10][CH:9]=[C:8]([CH2:12][O:13][C@@H:14]2[CH2:19][CH2:18][CH2:17][C@H:16]([O:20][CH2:21][CH:22]=O)[CH2:15]2)[C:3]=1[C:4]([O:6]C)=[O:5].[C:24]1([CH2:30][CH2:31][CH2:32][NH2:33])[CH:29]=[CH:28][CH:27]=[CH:26][CH:25]=1. (9) Given the product [F:1][C:2]1[CH:3]=[C:4]2[C:15](=[CH:6][C:7]=1[F:8])[C:14](=[O:18])[CH2:10][CH2:9]2, predict the reactants needed to synthesize it. The reactants are: [F:1][C:2]1[CH:3]=[C:4]([CH:9](C)[C:10](O)=O)C=[CH:6][C:7]=1[F:8].[C:14](Cl)(=[O:18])[C:15](Cl)=O.[Al+3].[Cl-].[Cl-].[Cl-].